Dataset: NCI-60 drug combinations with 297,098 pairs across 59 cell lines. Task: Regression. Given two drug SMILES strings and cell line genomic features, predict the synergy score measuring deviation from expected non-interaction effect. Drug 1: CN(C)N=NC1=C(NC=N1)C(=O)N. Drug 2: C1=CC=C(C=C1)NC(=O)CCCCCCC(=O)NO. Cell line: SR. Synergy scores: CSS=55.6, Synergy_ZIP=0.212, Synergy_Bliss=1.21, Synergy_Loewe=-35.3, Synergy_HSA=2.00.